From a dataset of Forward reaction prediction with 1.9M reactions from USPTO patents (1976-2016). Predict the product of the given reaction. (1) Given the reactants [CH2:1]([O:3][C:4]1[CH:5]=[C:6]([CH:25]=[CH:26][CH:27]=1)[C:7]([C:9]1[C:18]2[C:13](=[CH:14][C:15]([O:21][CH3:22])=[C:16]([O:19][CH3:20])[CH:17]=2)[C:12]([C:23]#N)=[CH:11][N:10]=1)=[O:8])[CH3:2].[OH-:28].[Na+].Cl.C[OH:32], predict the reaction product. The product is: [CH2:1]([O:3][C:4]1[CH:5]=[C:6]([CH:25]=[CH:26][CH:27]=1)[C:7]([C:9]1[C:18]2[C:13](=[CH:14][C:15]([O:21][CH3:22])=[C:16]([O:19][CH3:20])[CH:17]=2)[C:12]([C:23]([OH:32])=[O:28])=[CH:11][N:10]=1)=[O:8])[CH3:2]. (2) Given the reactants [C:1]([C:3]1[CH:8]=[CH:7][C:6]([S:9](Cl)(=[O:11])=[O:10])=[CH:5][CH:4]=1)#[N:2].[CH2:13]([O:16][C:17]1[CH:30]=[CH:29][C:20]([CH2:21][NH:22][CH2:23][C:24]2[O:25][CH:26]=[CH:27][CH:28]=2)=[CH:19][CH:18]=1)[CH2:14][CH3:15].C(N(CC)CC)C, predict the reaction product. The product is: [C:1]([C:3]1[CH:8]=[CH:7][C:6]([S:9]([N:22]([CH2:21][C:20]2[CH:19]=[CH:18][C:17]([O:16][CH2:13][CH2:14][CH3:15])=[CH:30][CH:29]=2)[CH2:23][C:24]2[O:25][CH:26]=[CH:27][CH:28]=2)(=[O:11])=[O:10])=[CH:5][CH:4]=1)#[N:2]. (3) The product is: [N:6]1[CH:7]=[CH:8][CH:9]=[C:4]([C:3]2[N:10]=[C:23]([C:22]3[CH:21]=[C:20]([CH:28]=[CH:27][CH:26]=3)[CH2:19][NH:18][C:16](=[O:17])[O:15][C:11]([CH3:14])([CH3:12])[CH3:13])[O:1][N:2]=2)[CH:5]=1. Given the reactants [OH:1][N:2]=[C:3]([NH2:10])[C:4]1[CH:9]=[CH:8][CH:7]=[N:6][CH:5]=1.[C:11]([O:15][C:16]([NH:18][CH2:19][C:20]1[CH:21]=[C:22]([CH:26]=[CH:27][CH:28]=1)[C:23](O)=O)=[O:17])([CH3:14])([CH3:13])[CH3:12].N, predict the reaction product. (4) Given the reactants [CH3:1][C:2]1[CH:7]=[C:6]([CH3:8])[CH:5]=[CH:4][C:3]=1[N:9]1[CH2:14][CH2:13][N:12]([C:15]([C:17]2[CH:22]=[CH:21][C:20](I)=[CH:19][CH:18]=2)=[O:16])[CH2:11][CH2:10]1.[NH:24]1[CH2:28][CH2:27][CH2:26][C:25]1=[O:29], predict the reaction product. The product is: [CH3:1][C:2]1[CH:7]=[C:6]([CH3:8])[CH:5]=[CH:4][C:3]=1[N:9]1[CH2:14][CH2:13][N:12]([C:15]([C:17]2[CH:22]=[CH:21][C:20]([N:24]3[CH2:28][CH2:27][CH2:26][C:25]3=[O:29])=[CH:19][CH:18]=2)=[O:16])[CH2:11][CH2:10]1.